This data is from Forward reaction prediction with 1.9M reactions from USPTO patents (1976-2016). The task is: Predict the product of the given reaction. (1) Given the reactants [BH4-].[Na+].[CH:3]([C:5]1[N:6]([S:10]([N:13]([CH3:15])[CH3:14])(=[O:12])=[O:11])[CH:7]=[CH:8][N:9]=1)=[O:4].[NH4+].[Cl-], predict the reaction product. The product is: [OH:4][CH2:3][C:5]1[N:6]([S:10]([N:13]([CH3:15])[CH3:14])(=[O:11])=[O:12])[CH:7]=[CH:8][N:9]=1. (2) Given the reactants Br[C:2]1[CH:3]=[N:4][CH:5]=[C:6]([O:8][CH3:9])[CH:7]=1.[C:10]([C:12]1[CH:17]=[CH:16][C:15]([F:18])=[C:14]([CH3:19])[CH:13]=1)#[CH:11], predict the reaction product. The product is: [F:18][C:15]1[CH:16]=[CH:17][C:12]([C:10]#[C:11][C:2]2[CH:3]=[N:4][CH:5]=[C:6]([O:8][CH3:9])[CH:7]=2)=[CH:13][C:14]=1[CH3:19].